Dataset: Catalyst prediction with 721,799 reactions and 888 catalyst types from USPTO. Task: Predict which catalyst facilitates the given reaction. (1) Product: [CH2:1]([O:8][C:9]1[CH:10]=[C:11]([CH:31]=[CH:32][CH:33]=1)[CH2:12][C@H:13]([CH:28]([CH3:29])[CH3:30])[CH2:14][C@H:15]([NH:20][C:21]([O:22][C:23]([CH3:26])([CH3:25])[CH3:24])=[O:27])[C@@H:16]([OH:19])[CH2:17][NH:18][C:36](=[O:37])[C:35]([CH3:43])([CH3:34])[CH2:39][CH2:40][CH2:41][CH3:42])[C:2]1[CH:3]=[CH:4][CH:5]=[CH:6][CH:7]=1. The catalyst class is: 2. Reactant: [CH2:1]([O:8][C:9]1[CH:10]=[C:11]([CH:31]=[CH:32][CH:33]=1)[CH2:12][C@H:13]([CH:28]([CH3:30])[CH3:29])[CH2:14][C@H:15]([NH:20][C:21](=[O:27])[O:22][C:23]([CH3:26])([CH3:25])[CH3:24])[C@@H:16]([OH:19])[CH2:17][NH2:18])[C:2]1[CH:7]=[CH:6][CH:5]=[CH:4][CH:3]=1.[CH3:34][C:35]([CH3:43])([CH2:39][CH2:40][CH2:41][CH3:42])[C:36](O)=[O:37].C(N(C(C)C)CC)(C)C.C1C=CC2N(O)N=NC=2C=1.CCN=C=NCCCN(C)C.Cl. (2) Reactant: [CH:1]1([NH:7][CH2:8][CH2:9][CH2:10][CH2:11][NH:12][S:13]([C:16]2[CH:21]=[CH:20][C:19]([CH2:22][N:23]([CH2:31][C:32]3[NH:33][CH:34]=[CH:35][N:36]=3)[CH2:24][C:25]3[N:26]([CH3:30])[CH:27]=[CH:28][N:29]=3)=[CH:18][CH:17]=2)(=[O:15])=[O:14])[CH2:6][CH2:5][CH2:4][CH2:3][CH2:2]1.C=O.[C:39]([BH3-])#N.[Na+].[OH-].[Na+]. Product: [CH:1]1([N:7]([CH3:39])[CH2:8][CH2:9][CH2:10][CH2:11][NH:12][S:13]([C:16]2[CH:17]=[CH:18][C:19]([CH2:22][N:23]([CH2:31][C:32]3[NH:33][CH:34]=[CH:35][N:36]=3)[CH2:24][C:25]3[N:26]([CH3:30])[CH:27]=[CH:28][N:29]=3)=[CH:20][CH:21]=2)(=[O:15])=[O:14])[CH2:6][CH2:5][CH2:4][CH2:3][CH2:2]1. The catalyst class is: 130. (3) Reactant: [S:1]1[CH:5]=[C:4]([CH:6]=[N:7][CH:8]([CH2:16][CH:17]([CH3:19])[CH3:18])[C:9]([O:11][C:12]([CH3:15])([CH3:14])[CH3:13])=[O:10])[N:3]=[CH:2]1.[C:20]([NH2:24])(=[O:23])[CH:21]=[CH2:22].[Br-].[Li+].C(N(CC)CC)C.[Cl-]. Product: [NH2:24][C:20]([C@@H:21]1[C@H:6]([C:4]2[N:3]=[CH:2][S:1][CH:5]=2)[NH:7][C@:8]([CH2:16][CH:17]([CH3:19])[CH3:18])([C:9]([O:11][C:12]([CH3:13])([CH3:14])[CH3:15])=[O:10])[CH2:22]1)=[O:23]. The catalyst class is: 1. (4) Reactant: [CH3:1][O:2][C:3]1[CH:4]=[C:5]2[C:10](=[CH:11][C:12]=1[O:13][CH2:14][CH2:15][O:16][CH3:17])[N:9]=[CH:8][N:7]=[C:6]2[NH:18][C:19]1[C:20]([CH:22]=[C:23]([O:27][C:28]2C=CC=C[CH:29]=2)[C:24](=[O:26])[CH:25]=1)=[O:21].[CH3:34][O:35]C(O)C. Product: [CH3:34][O:35][CH2:29][CH2:28][O:27][C:23]1[C:24]([CH:25]=[C:19]([NH:18][C:6]2[C:5]3[C:10](=[CH:11][C:12]([O:13][CH2:14][CH2:15][O:16][CH3:17])=[C:3]([O:2][CH3:1])[CH:4]=3)[N:9]=[CH:8][N:7]=2)[C:20](=[O:21])[CH:22]=1)=[O:26]. The catalyst class is: 66. (5) Reactant: [CH3:1]C(OC(/N=N/C(OC(C)C)=O)=O)C.[Cl:15][C:16]1[CH:24]=[C:23]([Cl:25])[CH:22]=[C:21]2[C:17]=1[CH2:18][C@H:19]([N:53]([CH3:55])[CH3:54])[C@H:20]2[O:26][C:27]1[CH:32]=[CH:31][C:30]([S:33]([NH:36][CH2:37][CH2:38][O:39][CH2:40][CH2:41][O:42][CH2:43][CH2:44][NH:45]C(=O)OC(C)(C)C)(=[O:35])=[O:34])=[CH:29][CH:28]=1.CO.C1C=CC(P(C2C=CC=CC=2)C2C=CC=CC=2)=CC=1. Product: [NH2:45][CH2:44][CH2:43][O:42][CH2:41][CH2:40][O:39][CH2:38][CH2:37][N:36]([CH3:1])[S:33]([C:30]1[CH:31]=[CH:32][C:27]([O:26][C@H:20]2[C:21]3[C:17](=[C:16]([Cl:15])[CH:24]=[C:23]([Cl:25])[CH:22]=3)[CH2:18][C@@H:19]2[N:53]([CH3:55])[CH3:54])=[CH:28][CH:29]=1)(=[O:34])=[O:35]. The catalyst class is: 1. (6) Reactant: C(OC(=O)[NH:7][C@H:8]1[CH2:12][CH2:11][N:10]([C@@H:13]([CH2:19][N:20](C(OCC2C=CC=CC=2)=O)[CH2:21][C:22]2[CH:27]=[CH:26][C:25]([CH3:28])=[CH:24][C:23]=2[CH3:29])[C@@H:14]([OH:18])[C:15]#[C:16][CH3:17])[C:9]1=[O:40])(C)(C)C.C(O)(C(F)(F)F)=O.C(N(CC)C(C)C)(C)C.[F:58][C:59]([F:70])([F:69])[C:60]1[CH:61]=[C:62]([N:66]=[C:67]=[O:68])[CH:63]=[CH:64][CH:65]=1. Product: [CH3:29][C:23]1[CH:24]=[C:25]([CH3:28])[CH:26]=[CH:27][C:22]=1[CH2:21][NH:20][CH2:19][C@H:13]([N:10]1[CH2:11][CH2:12][C@H:8]([NH:7][C:67]([NH:66][C:62]2[CH:63]=[CH:64][CH:65]=[C:60]([C:59]([F:69])([F:70])[F:58])[CH:61]=2)=[O:68])[C:9]1=[O:40])[C@@H:14]([OH:18])[CH2:15][CH2:16][CH3:17]. The catalyst class is: 2. (7) Reactant: [Br:1][C:2]1[CH:18]=[CH:17][C:5]([CH2:6][N:7]2[CH:12]=[CH:11][CH:10]=[C:9]([C:13]([OH:15])=O)[C:8]2=[O:16])=[CH:4][CH:3]=1.[NH2:19][C@@H:20]([CH2:28][CH2:29][CH2:30][NH:31][C:32]([NH:34][S:35]([C:38]1[C:39]([CH3:52])=[C:40]2[C:45](=[C:46]([CH3:49])[C:47]=1[CH3:48])[O:44][C:43]([CH3:51])([CH3:50])[CH2:42][CH2:41]2)(=[O:37])=[O:36])=[NH:33])[C:21]([O:23][C:24]([CH3:27])([CH3:26])[CH3:25])=[O:22].CN(C(ON1N=NC2C=CC=CC1=2)=[N+](C)C)C.F[P-](F)(F)(F)(F)F.CCN(C(C)C)C(C)C. Product: [Br:1][C:2]1[CH:3]=[CH:4][C:5]([CH2:6][N:7]2[CH:12]=[CH:11][CH:10]=[C:9]([C:13]([NH:19][C@@H:20]([CH2:28][CH2:29][CH2:30][NH:31][C:32]([NH:34][S:35]([C:38]3[C:39]([CH3:52])=[C:40]4[C:45](=[C:46]([CH3:49])[C:47]=3[CH3:48])[O:44][C:43]([CH3:51])([CH3:50])[CH2:42][CH2:41]4)(=[O:36])=[O:37])=[NH:33])[C:21]([O:23][C:24]([CH3:25])([CH3:26])[CH3:27])=[O:22])=[O:15])[C:8]2=[O:16])=[CH:17][CH:18]=1. The catalyst class is: 3. (8) Reactant: [CH3:1][N:2]([CH3:19])[C:3](=[O:18])[C@@H:4]([OH:17])[CH2:5][NH:6]C(=O)OCC1C=CC=CC=1. Product: [NH2:6][CH2:5][C@H:4]([OH:17])[C:3]([N:2]([CH3:19])[CH3:1])=[O:18]. The catalyst class is: 29. (9) Reactant: [F:1][C:2]1[CH:3]=[C:4]([CH:13]2[CH2:18][CH:17]([C:19]([O:21]C)=[O:20])[CH2:16][CH2:15][N:14]2[C:23]([O:25][CH3:26])=[O:24])[CH:5]=[C:6]([F:12])[C:7]=1[C:8]([F:11])([F:10])[F:9].[Br-].[Li+].C(N(CC)CC)C.CC(OC)(C)C. Product: [F:12][C:6]1[CH:5]=[C:4]([CH:13]2[CH2:18][CH:17]([C:19]([OH:21])=[O:20])[CH2:16][CH2:15][N:14]2[C:23]([O:25][CH3:26])=[O:24])[CH:3]=[C:2]([F:1])[C:7]=1[C:8]([F:9])([F:11])[F:10]. The catalyst class is: 47. (10) Product: [CH3:2][C:3]1([CH3:34])[CH:7]([N:8]2[CH2:13][CH2:12][CH2:11][CH2:10][CH2:9]2)[C:6]2[C:14]([CH3:33])=[C:15]([N:20]3[CH2:25][CH2:24][NH:23][CH2:22][CH2:21]3)[C:16]([CH3:19])=[C:17]([CH3:18])[C:5]=2[O:4]1. Reactant: Cl.[CH3:2][C:3]1([CH3:34])[CH:7]([N:8]2[CH2:13][CH2:12][CH2:11][CH2:10][CH2:9]2)[C:6]2[C:14]([CH3:33])=[C:15]([N:20]3[CH2:25][CH2:24][N:23](C(OC(C)(C)C)=O)[CH2:22][CH2:21]3)[C:16]([CH3:19])=[C:17]([CH3:18])[C:5]=2[O:4]1.CO.[OH-].[Na+]. The catalyst class is: 476.